From a dataset of Catalyst prediction with 721,799 reactions and 888 catalyst types from USPTO. Predict which catalyst facilitates the given reaction. (1) Reactant: [CH3:1][C:2]1[C:7]([CH3:8])=[CH:6][CH:5]=[CH:4][C:3]=1[CH:9]([C:11]1[NH:12][CH:13]=[CH:14][N:15]=1)[CH3:10].C(=O)([O-])[O-].[K+].[K+].[C:22]([O:28][CH2:29]Cl)(=[O:27])[C:23]([CH3:26])([CH3:25])[CH3:24].O. Product: [C:22]([O:28][CH2:29][N:15]1[CH:14]=[CH:13][N:12]=[C:11]1[C@@H:9]([C:3]1[CH:4]=[CH:5][CH:6]=[C:7]([CH3:8])[C:2]=1[CH3:1])[CH3:10])(=[O:27])[C:23]([CH3:26])([CH3:25])[CH3:24]. The catalyst class is: 9. (2) Reactant: Cl[C:2]1[CH:7]=[CH:6][N:5]=[C:4]([CH2:8][O:9][C:10]2[CH:15]=[CH:14][CH:13]=[CH:12][C:11]=2[CH2:16][C:17]([O:19]C)=[O:18])[CH:3]=1.Cl.[NH2:22][CH2:23][C:24]1[C:25]([F:33])=[C:26](B(O)O)[CH:27]=[CH:28][CH:29]=1. Product: [NH2:22][CH2:23][C:24]1[C:25]([F:33])=[C:26]([C:2]2[CH:7]=[CH:6][N:5]=[C:4]([CH2:8][O:9][C:10]3[CH:15]=[CH:14][CH:13]=[CH:12][C:11]=3[CH2:16][C:17]([OH:19])=[O:18])[CH:3]=2)[CH:27]=[CH:28][CH:29]=1. The catalyst class is: 3. (3) Reactant: [N:1]1([C:7]2[C:8]3[N:22]=[N:21][N:20]([CH2:23][CH2:24][N:25]4[CH2:30][CH2:29][NH:28][CH2:27][CH2:26]4)[C:9]=3[N:10]=[C:11]([C:13]3[CH:14]=[C:15]([OH:19])[CH:16]=[CH:17][CH:18]=3)[N:12]=2)[CH2:6][CH2:5][O:4][CH2:3][CH2:2]1.CCN(CC)CC.[F:38][C:39]1[CH:40]=[C:41]([CH:45]=[CH:46][C:47]=1[F:48])[C:42](Cl)=[O:43]. Product: [F:38][C:39]1[CH:40]=[C:41]([CH:45]=[CH:46][C:47]=1[F:48])[C:42]([N:28]1[CH2:27][CH2:26][N:25]([CH2:24][CH2:23][N:20]2[C:9]3[N:10]=[C:11]([C:13]4[CH:14]=[C:15]([OH:19])[CH:16]=[CH:17][CH:18]=4)[N:12]=[C:7]([N:1]4[CH2:2][CH2:3][O:4][CH2:5][CH2:6]4)[C:8]=3[N:22]=[N:21]2)[CH2:30][CH2:29]1)=[O:43]. The catalyst class is: 1. (4) Reactant: [O:1]1[CH:5]=[CH:4][CH:3]=[C:2]1[C:6]1[N:11]=[C:10]([NH2:12])[CH:9]=[CH:8][C:7]=1[C:13]1[CH:18]=[CH:17][N:16]=[CH:15][N:14]=1.[Br:19]N1C(=O)CCC1=O. Product: [Br:19][C:9]1[C:10]([NH2:12])=[N:11][C:6]([C:2]2[O:1][CH:5]=[CH:4][CH:3]=2)=[C:7]([C:13]2[CH:18]=[CH:17][N:16]=[CH:15][N:14]=2)[CH:8]=1. The catalyst class is: 58. (5) Reactant: [NH2:1][CH:2]([C:6]([NH2:8])=[O:7])[C:3]([NH2:5])=[O:4].[C:9](O)(=O)C(O)=[O:11].C(OCC)(OCC)OCC.[ClH:25]. Product: [OH2:4].[OH2:11].[ClH:25].[OH:4][C:3]1[NH:5][CH:9]=[N:1][C:2]=1[C:6]([NH2:8])=[O:7]. The catalyst class is: 666. (6) Reactant: [N+:1]([O-:4])([O-])=[O:2].[K+].[F:6][CH:7]([F:22])[C:8]1([C:15]2[CH:20]=[CH:19][CH:18]=[CH:17][C:16]=2[F:21])[CH2:13][O:12][CH2:11][C:10]([NH2:14])=[N:9]1.CC(OC)(C)C.[OH-].[Na+]. Product: [F:22][CH:7]([F:6])[C:8]1([C:15]2[C:20]([N+:1]([O-:4])=[O:2])=[CH:19][CH:18]=[CH:17][C:16]=2[F:21])[CH2:13][O:12][CH2:11][C:10]([NH2:14])=[N:9]1. The catalyst class is: 65. (7) Reactant: [Cl:1][C:2]1[CH:3]=[CH:4][C:5]([F:12])=[C:6]([S:8](Cl)(=[O:10])=[O:9])[CH:7]=1.C([N:15](CC)CC)C.[NH2:20][C@@H:21]1[CH2:25][CH2:24][N:23]([C:26](OC(C)(C)C)=O)[CH2:22]1.CCN(C(C)C)C(C)C.BrC#N. The catalyst class is: 34. Product: [Cl:1][C:2]1[CH:3]=[CH:4][C:5]([F:12])=[C:6]([S:8]([NH:20][C@@H:21]2[CH2:25][CH2:24][N:23]([C:26]#[N:15])[CH2:22]2)(=[O:10])=[O:9])[CH:7]=1. (8) Reactant: [CH3:1][O:2][C:3]1[CH:8]=[CH:7][CH:6]=[C:5]([N+:9]([O-])=O)[C:4]=1[CH2:12][C:13](=O)[CH2:14][C:15]([O:17][CH2:18][CH3:19])=[O:16].N#N.C([O-])=O.[NH4+]. Product: [CH3:1][O:2][C:3]1[CH:8]=[CH:7][CH:6]=[C:5]2[C:4]=1[CH:12]=[C:13]([CH2:14][C:15]([O:17][CH2:18][CH3:19])=[O:16])[NH:9]2. The catalyst class is: 19.